From a dataset of Experimentally validated miRNA-target interactions with 360,000+ pairs, plus equal number of negative samples. Binary Classification. Given a miRNA mature sequence and a target amino acid sequence, predict their likelihood of interaction. (1) The miRNA is hsa-miR-600 with sequence ACUUACAGACAAGAGCCUUGCUC. The protein sequence of the target gene is MTFTFQSEDLKRDCGKKMSHQHVFSLAMEEDVKTADTKKASRILDHEKENTRSICLLEQKRKVVSSNIDVPPARKSSEELDMDKVTAAMVLTSLSTSPLVRSPPVRPNESLSGSWKEGGCVPSSTSSSGYWSWSAPSDQSNPSTPSPPLSADSFKPFRSPAQPDDGIDEAEASNLLFDEPIPRKRKNSMKVMFKCLWKNCGKVLSTAAGIQKHIRTIHLGRVGDSDYSDGEEDFYYTEIKLNTDSVADGLSSLAPVSPSQSLASPPTFPIPDSSRTETPCAKTETKLMTPLSRSAPTTLY.... Result: 0 (no interaction). (2) The miRNA is hsa-miR-17-5p with sequence CAAAGUGCUUACAGUGCAGGUAG. The protein sequence of the target gene is MKLNVDGLLVYFPYDYIYPEQFSYMRELKRTLDAKGHGVLEMPSGTGKTVSLLALIMAYQRAYPLEVTKLIYCSRTVPEIEKVIEELRKLLNFYEKQEGEKLPFLGLALSSRKNLCIHPEVTPLRFGKDVDGKCHSLTASYVRAQYQHDTSLPHCRFYEEFDAHGREVPLPAGIYNLDDLKALGRRQGWCPYFLARYSILHANVVVYSYHYLLDPKIADLVSKELARKAVVVFDEAHNIDNVCIDSMSVNLTRRTLDRCQGNLETLQKTVLRIKETDEQRLRDEYRRLVEGLREASAARE.... Result: 1 (interaction). (3) The miRNA is hsa-miR-8071 with sequence CGGUGGACUGGAGUGGGUGG. The protein sequence of the target gene is MAKPAQGAKYRGSIHDFPGFDPNQDAEALYTAMKGFGSDKEAILDIITSRSNRQRQEVCQSYKSLYGKDLIADLKYELTGKFERLIVGLMRPPAYCDAKEIKDAISGIGTDEKCLIEILASRTNEQMHQLVAAYKDAYERDLEADIIGDTSGHFQKMLVVLLQGTREEDDVVSEDLVQQDVQDLYEAGELKWGTDEAQFIYILGNRSKQHLRLVFDEYLKTTGKPIEASIRGELSGDFEKLMLAVVKCIRSTPEYFAERLFKAMKGLGTRDNTLIRIMVSRSELDMLDIREIFRTKYEKS.... Result: 1 (interaction). (4) The miRNA is hsa-miR-24-2-5p with sequence UGCCUACUGAGCUGAAACACAG. The protein sequence of the target gene is MGDMGDPPKKKRLISLCVGCGNQIHDQYILRVSPDLEWHAACLKCAECNQYLDESCTCFVRDGKTYCKRDYIRLYGIKCAKCSIGFSKNDFVMRARSKVYHIECFRCVACSRQLIPGDEFALREDGLFCRADHDVVERASLGAGDPLSPLHPARPLQMAAEPISARQPALRPHVHKQPEKTTRVRTVLNEKQLHTLRTCYAANPRPDALMKEQLVEMTGLSPRVIRVWFQNKRCKDKKRSIMMKQLQQQQPNDKTNIQGMTGTPMVAASPERHDGGLQANPVEVQSYQPPWKVLSDFALQ.... Result: 0 (no interaction). (5) The miRNA is mmu-miR-34c-5p with sequence AGGCAGUGUAGUUAGCUGAUUGC. The protein sequence of the target gene is METMASPGKDNYRMKSYKNNALNPEEMRRRREEEGIQLRKQKREQQLFKRRNVELINEEAAMFDSLLMDSYVSSTTGESVITREMVEMLFSDDSDLQLATTQKFRKLLSKEPSPPIDEVINTPGVVDRFVEFLKRNENCTLQFEAAWALTNIASGTSQQTKIVIEAGAVPIFIELLNSDFEDVQEQAVWALGNIAGDSSLCRDYVLNCSILNPLLTLLTKSTRLTMTRNAVWALSNLCRGKNPPPEFAKVSPCLPVLSRLLFSSDSDLLADACWALSYLSDGPNEKIQAVIDSGVCRRLV.... Result: 0 (no interaction). (6) The miRNA is hsa-miR-4650-5p with sequence UCAGGCCUCUUUCUACCUU. Result: 0 (no interaction). The protein sequence of the target gene is MAQILPIRFQEHLQLQNLGINPANIGFSTLTMESDKFICIREKVGEQAQVVIIDMNDPSNPIRRPISADSAIMNPASKVIALKAGKTLQIFNIEMKSKMKAHTMTDDVTFWKWISLNTVALVTDNAVYHWSMEGESQPVKMFDRHSSLAGCQIINYRTDAKQKWLLLTGISAQQNRVVGAMQLYSVDRKVSQPIEGHAASFAQFKMEGNAEESTLFCFAVRGQAGGKLHIIEVGTPPTGNQPFPKKAVDVFFPPEAQNDFPVAMQISEKHDVVFLITKYGYIHLYDLETGTCIYMNRISG.... (7) The miRNA is hsa-miR-4697-5p with sequence AGGGGGCGCAGUCACUGACGUG. The protein sequence of the target gene is MPLFFSALLVLLLVALSALFLGRWLVVRLATKWCQRKLQAELKIGSFRFFWIQNVSLKFQQHQQTVEIDNLWISSKLLSHDLPHYVALCFGEVRIRTDLQKVSDLSAPFSQSAGVDQKELSFSPSLLKIFCQLFSIHVDAINIMVLKVDTSESLWHIQISRSRFLLDSDGKRLICEVSLCKINSKVLKSGQLEDTCLVELSLALDLCLKVGISSRHLTAITVDVWTLHAELHEGLFQSQLLCQGPSLASKPVPCSEVTENLVEPTLPGLFLLQQLPDQVKVKMENTSVVLSMNSQKRHLT.... Result: 0 (no interaction). (8) The miRNA is hsa-miR-6131 with sequence GGCUGGUCAGAUGGGAGUG. The protein sequence of the target gene is MSPQKRVKNVQAQNRTSQGSSSFQTTLSAWKVKQDPSNSKNISKHGQNNPVGDYEHADDQAEEDALQMAVGYFEKGPIKASQNKDKTLEKHLKTVENVAWKNGLASEEIDILLNIALSGKFGNAVNTRILKCMIPATVISEDSVVKAVSWLCVGKCSGSTKVLFYRWLVAMFDFIDRKEQINLLYGFFFASLQDDALCPYVCHLLYLLTKKENVKPFRVRKLLDLQAKMGMQPHLQALLSLYKFFAPALISVSLPVRKKIYFKNSENLWKTALLAVKQRNRGPSPEPLKLMLGPANVRPL.... Result: 0 (no interaction). (9) The miRNA is hsa-miR-3615 with sequence UCUCUCGGCUCCUCGCGGCUC. The protein sequence of the target gene is MADDIDIEAMLEAPYKKDENKLNSANGHEERSKKRKKSKSRSRSHERKRSKSKERKRSRDRERKKSKSRERKRSRSKERRRSRSRSRDRRFRGRYRSPYSGPKFNSAIRGKIGLPHSIKLSRRRSRSKSPFRKDKSPVREPIDNLTPEERDARTVFCMQLAARIRPRDLEEFFSTVGKVRDVRMISDRNSRRSKGIAYVEFVDVSSVPLAIGLTGQRVLGVPIIVQASQAEKNRAAAMANNLQKGSAGPMRLYVGSLHFNITEDMLRGIFEPFGRIESIQLMMDSETGRSKGYGFITFSD.... Result: 0 (no interaction).